Dataset: Full USPTO retrosynthesis dataset with 1.9M reactions from patents (1976-2016). Task: Predict the reactants needed to synthesize the given product. (1) Given the product [Br:20][C:21]1[CH:29]=[C:28]([I:5])[C:24]2[O:25][CH2:26][O:27][C:23]=2[C:22]=1[NH2:30], predict the reactants needed to synthesize it. The reactants are: I(Cl)(=O)=O.[I:5](Cl)(=O)=O.C([N+](C)(C)C)C1C=CC=CC=1.[Br:20][C:21]1[CH:29]=[CH:28][C:24]2[O:25][CH2:26][O:27][C:23]=2[C:22]=1[NH2:30].C(=O)([O-])[O-].[Ca+2].CCCC(C)C. (2) The reactants are: [H-].C([Al+]CC(C)C)C(C)C.[C:11]1([C:17]2[CH:52]=[CH:51][C:20]([C:21]([O:23][C@@H:24]3[CH2:32][C@@H:27]4[O:28][C:29](=[O:31])[CH2:30][C@@H:26]4[C@H:25]3[CH2:33][CH2:34][C@@H:35]([O:44][CH:45]3[CH2:50][CH2:49][CH2:48][CH2:47][O:46]3)[CH2:36][CH2:37][C:38]3[CH:43]=[CH:42][CH:41]=[CH:40][CH:39]=3)=[O:22])=[CH:19][CH:18]=2)[CH:16]=[CH:15][CH:14]=[CH:13][CH:12]=1.CC(C)=O.C(=O)=O.CO. Given the product [C:11]1([C:17]2[CH:52]=[CH:51][C:20]([C:21]([O:23][C@@H:24]3[CH2:32][C@@H:27]4[O:28][CH:29]([OH:31])[CH2:30][C@@H:26]4[C@H:25]3[CH2:33][CH2:34][C@@H:35]([O:44][CH:45]3[CH2:50][CH2:49][CH2:48][CH2:47][O:46]3)[CH2:36][CH2:37][C:38]3[CH:43]=[CH:42][CH:41]=[CH:40][CH:39]=3)=[O:22])=[CH:19][CH:18]=2)[CH:12]=[CH:13][CH:14]=[CH:15][CH:16]=1, predict the reactants needed to synthesize it. (3) Given the product [CH3:27][N:25]([CH3:26])[C:22]1[CH:21]=[CH:20][C:19]([CH2:18][NH:17][C:15](=[O:16])[NH:14][CH2:13][CH2:12][CH2:11][C:10]([NH:9][OH:8])=[O:28])=[CH:24][CH:23]=1, predict the reactants needed to synthesize it. The reactants are: C([O:8][NH:9][C:10](=[O:28])[CH2:11][CH2:12][CH2:13][NH:14][C:15]([NH:17][CH2:18][C:19]1[CH:24]=[CH:23][C:22]([N:25]([CH3:27])[CH3:26])=[CH:21][CH:20]=1)=[O:16])C1C=CC=CC=1. (4) The reactants are: C(B1[O:11][C@H:10]2[CH2:12][C@H:7]([C@H:8]([CH2:25][CH2:26][C@@H:27](O)[CH2:28][CH2:29][C:30]3[CH:35]=[CH:34][CH:33]=[CH:32][CH:31]=3)[C@H:9]2[CH2:13]/[CH:14]=[CH:15]\[CH2:16][CH2:17][CH2:18][C:19]([O:21][CH:22]([CH3:24])[CH3:23])=[O:20])[O:6]1)CCC.Cl[C:38]([O:40][C:41]1[CH:57]=[CH:56][C:44]([C:45]([O:47][CH2:48][CH:49]([CH2:53][C:54]#[CH:55])[CH2:50][C:51]#[CH:52])=[O:46])=[CH:43][CH:42]=1)=[O:39].C[OH:59]. Given the product [OH:11][C@H:10]1[CH2:12][C@@H:7]([OH:6])[C@H:8]([CH2:25][CH2:26][C@@H:27]([O:39][C:38]([O:40][C:41]2[CH:57]=[CH:56][C:44]([C:45]([O:47][CH2:48][CH:49]([CH2:53][C:54]#[CH:55])[CH2:50][C:51]#[CH:52])=[O:46])=[CH:43][CH:42]=2)=[O:59])[CH2:28][CH2:29][C:30]2[CH:31]=[CH:32][CH:33]=[CH:34][CH:35]=2)[C@H:9]1[CH2:13]/[CH:14]=[CH:15]\[CH2:16][CH2:17][CH2:18][C:19]([O:21][CH:22]([CH3:24])[CH3:23])=[O:20], predict the reactants needed to synthesize it.